Dataset: Reaction yield outcomes from USPTO patents with 853,638 reactions. Task: Predict the reaction yield, written as a fraction of the theoretical maximum amount of product (1.0 means a 100% yield; for example, 0.34 means a 34% yield). (1) The product is [CH2:1]([O:3][C:4](=[O:28])[CH2:5][N:6]1[C:14]2[CH2:13][CH2:12][CH2:11][C@@H:10]([N:15]([S:17]([C:20]3[CH:21]=[N:22][C:23]([O:38][C:35]4[CH:36]=[CH:37][C:32]([Cl:31])=[CH:33][CH:34]=4)=[C:24]([Br:26])[CH:25]=3)(=[O:18])=[O:19])[CH3:16])[C:9]=2[CH:8]=[N:7]1)[CH3:2]. The reactants are [CH2:1]([O:3][C:4](=[O:28])[CH2:5][N:6]1[C:14]2[CH2:13][CH2:12][CH2:11][C@@H:10]([N:15]([S:17]([C:20]3[CH:21]=[N:22][C:23](Cl)=[C:24]([Br:26])[CH:25]=3)(=[O:19])=[O:18])[CH3:16])[C:9]=2[CH:8]=[N:7]1)[CH3:2].[H-].[Na+].[Cl:31][C:32]1[CH:37]=[CH:36][C:35]([OH:38])=[CH:34][CH:33]=1.Cl. The catalyst is CN(C)C=O. The yield is 0.750. (2) The reactants are [CH3:1][NH:2][C@H:3]1[C:11]2[C:6](=[CH:7][CH:8]=[C:9]([C:12]([O:14][CH3:15])=[O:13])[CH:10]=2)[CH2:5][CH2:4]1.[Cl:16][C:17]1[CH:22]=[CH:21][CH:20]=[CH:19][C:18]=1[S:23](Cl)(=[O:25])=[O:24]. The catalyst is C(Cl)Cl. The product is [Cl:16][C:17]1[CH:22]=[CH:21][CH:20]=[CH:19][C:18]=1[S:23]([N:2]([C@H:3]1[C:11]2[C:6](=[CH:7][CH:8]=[C:9]([C:12]([O:14][CH3:15])=[O:13])[CH:10]=2)[CH2:5][CH2:4]1)[CH3:1])(=[O:25])=[O:24]. The yield is 0.890. (3) The catalyst is C(OC(C)C)(=O)C. The yield is 0.910. The reactants are Cl.Cl.[CH:3]1([N:7]2[CH2:13][CH2:12][CH2:11][NH:10][CH2:9][CH2:8]2)[CH2:6][CH2:5][CH2:4]1.[OH-:14].[Na+].[Cl:16][C:17]1[CH:24]=[CH:23][C:20]([CH2:21]Cl)=[CH:19][N:18]=1. The product is [Cl:16][C:17]1[N:18]=[CH:19][C:20]([C:21]([N:10]2[CH2:11][CH2:12][CH2:13][N:7]([CH:3]3[CH2:6][CH2:5][CH2:4]3)[CH2:8][CH2:9]2)=[O:14])=[CH:23][CH:24]=1. (4) The reactants are [CH3:1][CH2:2][C@H:3](O)[CH2:4][CH2:5][C@@H:6](O)[CH2:7][CH3:8].[PH2:11][C:12]1[S:16][C:15]2[CH:17]=[CH:18][CH:19]=[CH:20][C:14]=2[C:13]=1[PH2:21]. No catalyst specified. The product is [CH2:2]([C@@H:3]1[CH2:4][CH2:5][C@@H:6]([CH2:7][CH3:8])[P:11]1[C:12]1[S:16][C:15]2[CH:17]=[CH:18][CH:19]=[CH:20][C:14]=2[C:13]=1[P:21]1[C@H:6]([CH2:7][CH3:8])[CH2:5][CH2:4][C@H:3]1[CH2:2][CH3:1])[CH3:1]. The yield is 0.480. (5) The reactants are [NH:1]1[CH2:4][CH2:3][C@H:2]1[CH2:5][N:6]1[C:14]2[C:9](=[C:10]([Cl:15])[CH:11]=[CH:12][CH:13]=2)[C:8]([C:16]([NH:18][CH2:19][CH:20]2[CH2:25][CH2:24][C:23]([F:27])([F:26])[CH2:22][CH2:21]2)=[O:17])=[CH:7]1.C=O.[C:30](O[BH-](OC(=O)C)OC(=O)C)(=O)C.[Na+]. The catalyst is C(Cl)Cl. The product is [Cl:15][C:10]1[CH:11]=[CH:12][CH:13]=[C:14]2[C:9]=1[C:8]([C:16]([NH:18][CH2:19][CH:20]1[CH2:25][CH2:24][C:23]([F:26])([F:27])[CH2:22][CH2:21]1)=[O:17])=[CH:7][N:6]2[CH2:5][C@@H:2]1[CH2:3][CH2:4][N:1]1[CH3:30]. The yield is 0.420. (6) The reactants are [OH-:1].[K+].F[C:4]1[CH:9]=[CH:8][C:7]([S:10]([CH3:13])(=[O:12])=[O:11])=[CH:6][C:5]=1[F:14].[CH3:15]O. No catalyst specified. The product is [F:14][C:5]1[CH:6]=[C:7]([S:10]([CH3:13])(=[O:12])=[O:11])[CH:8]=[CH:9][C:4]=1[O:1][CH3:15]. The yield is 0.850. (7) The reactants are [F:1][C:2]1[CH:16]=[CH:15][C:5]([CH2:6][NH:7]C(=O)OC(C)(C)C)=[C:4]([C:17](=[O:20])[NH:18][CH3:19])[CH:3]=1.[C:21]([C:25]([OH:27])=[O:26])([F:24])([F:23])[F:22]. The catalyst is C(Cl)Cl. The product is [F:22][C:21]([F:24])([F:23])[C:25]([OH:27])=[O:26].[NH2:7][CH2:6][C:5]1[CH:15]=[CH:16][C:2]([F:1])=[CH:3][C:4]=1[C:17]([NH:18][CH3:19])=[O:20]. The yield is 0.990. (8) The reactants are C(OC(=O)[NH:7][CH2:8][CH:9]([C:37]1[CH:42]=[CH:41][C:40]([Cl:43])=[CH:39][CH:38]=1)[C:10]([N:12]1[CH2:17][CH2:16][N:15]([C:18]2[C:19]3[C:26]([CH3:27])=[CH:25][N:24]([S:28]([C:31]4[CH:36]=[CH:35][CH:34]=[CH:33][CH:32]=4)(=[O:30])=[O:29])[C:20]=3[N:21]=[CH:22][N:23]=2)[CH2:14][CH2:13]1)=[O:11])(C)(C)C.Cl.O. The catalyst is O1CCOCC1.C(OCC)C. The product is [NH2:7][CH2:8][CH:9]([C:37]1[CH:38]=[CH:39][C:40]([Cl:43])=[CH:41][CH:42]=1)[C:10]([N:12]1[CH2:13][CH2:14][N:15]([C:18]2[C:19]3[C:26]([CH3:27])=[CH:25][N:24]([S:28]([C:31]4[CH:36]=[CH:35][CH:34]=[CH:33][CH:32]=4)(=[O:30])=[O:29])[C:20]=3[N:21]=[CH:22][N:23]=2)[CH2:16][CH2:17]1)=[O:11]. The yield is 0.770. (9) The reactants are [F:1][C:2]1[CH:3]=[C:4]([C:10](=[O:16])[CH2:11][CH2:12][C:13](=[O:15])[CH3:14])[CH:5]=[CH:6][C:7]=1SC.O[O:18][S:19]([O-:21])=O.[K+].[CH3:23]O. The catalyst is O. The product is [F:1][C:2]1[CH:3]=[C:4]([C:10](=[O:16])[CH2:11][CH2:12][C:13](=[O:15])[CH3:14])[CH:5]=[CH:6][C:7]=1[S:19]([CH3:23])(=[O:21])=[O:18]. The yield is 0.660. (10) The reactants are [CH3:1][S:2][C:3]1[N:8]=[C:7]([C:9](=[O:11])[CH3:10])[CH:6]=[CH:5][N:4]=1.[Br:12]Br. The catalyst is Br. The product is [Br:12][CH2:10][C:9]([C:7]1[CH:6]=[CH:5][N:4]=[C:3]([S:2][CH3:1])[N:8]=1)=[O:11]. The yield is 0.670.